This data is from Full USPTO retrosynthesis dataset with 1.9M reactions from patents (1976-2016). The task is: Predict the reactants needed to synthesize the given product. Given the product [F:34][C:27]1[C:28]([O:10][CH2:9][C@H:6]2[CH2:7][CH2:8][C@H:3]([CH2:11][OH:12])[CH2:4][CH2:5]2)=[C:29]2[C:24](=[CH:25][CH:26]=1)[N:23]=[C:22]([C:20]([NH:19][CH2:18][C:17]1[CH:35]=[CH:36][CH:37]=[C:15]([O:14][CH3:13])[CH:16]=1)=[O:21])[NH:31][C:30]2=[O:32], predict the reactants needed to synthesize it. The reactants are: [H-].[Na+].[C@H:3]1([CH2:11][OH:12])[CH2:8][CH2:7][C@H:6]([CH2:9][OH:10])[CH2:5][CH2:4]1.[CH3:13][O:14][C:15]1[CH:16]=[C:17]([CH:35]=[CH:36][CH:37]=1)[CH2:18][NH:19][C:20]([C:22]1[NH:31][C:30](=[O:32])[C:29]2[C:24](=[CH:25][CH:26]=[C:27]([F:34])[C:28]=2F)[N:23]=1)=[O:21].Cl.